From a dataset of Ames mutagenicity test results for genotoxicity prediction. Regression/Classification. Given a drug SMILES string, predict its toxicity properties. Task type varies by dataset: regression for continuous values (e.g., LD50, hERG inhibition percentage) or binary classification for toxic/non-toxic outcomes (e.g., AMES mutagenicity, cardiotoxicity, hepatotoxicity). Dataset: ames. (1) The molecule is O=Cc1cccc2cccnc12. The result is 1 (mutagenic). (2) The compound is CCCC(C)=O. The result is 0 (non-mutagenic). (3) The result is 0 (non-mutagenic). The compound is Cc1ccc([N+](=O)[O-])cc1N=[N+]([O-])c1cc([N+](=O)[O-])ccc1C.